Dataset: Full USPTO retrosynthesis dataset with 1.9M reactions from patents (1976-2016). Task: Predict the reactants needed to synthesize the given product. (1) Given the product [NH2:1][C:2]1[CH:7]=[CH:6][C:5]([NH:8][S:17]([CH3:16])(=[O:19])=[O:18])=[CH:4][C:3]=1[S:9]([NH2:12])(=[O:10])=[O:11], predict the reactants needed to synthesize it. The reactants are: [NH2:1][C:2]1[CH:7]=[CH:6][C:5]([NH2:8])=[CH:4][C:3]=1[S:9]([NH2:12])(=[O:11])=[O:10].ClCCl.[CH3:16][S:17](Cl)(=[O:19])=[O:18]. (2) Given the product [NH2:8][C:9]1[N:14]=[C:13]([NH:15][C@@H:16]([CH2:20][CH2:21][CH3:22])[CH2:17][CH2:18][OH:19])[C:12]([CH2:23][C:24]2[CH:45]=[CH:44][C:27]([O:28][CH2:29][CH2:30][CH2:31][N:32]3[CH2:36][CH2:35][CH2:34][C@@H:33]3[C:37]([OH:39])=[O:38])=[CH:26][C:25]=2[O:46][CH3:47])=[C:11]([CH3:48])[N:10]=1, predict the reactants needed to synthesize it. The reactants are: FC(F)(F)C(O)=O.[NH2:8][C:9]1[N:14]=[C:13]([NH:15][C@@H:16]([CH2:20][CH2:21][CH3:22])[CH2:17][CH2:18][OH:19])[C:12]([CH2:23][C:24]2[CH:45]=[CH:44][C:27]([O:28][CH2:29][CH2:30][CH2:31][N:32]3[CH2:36][CH2:35][CH2:34][C@@H:33]3[C:37]([O:39]C(C)(C)C)=[O:38])=[CH:26][C:25]=2[O:46][CH3:47])=[C:11]([CH3:48])[N:10]=1.